This data is from Catalyst prediction with 721,799 reactions and 888 catalyst types from USPTO. The task is: Predict which catalyst facilitates the given reaction. (1) The catalyst class is: 6. Product: [C:5]([O:8][C:9]1[C:16]([O:17][CH3:18])=[CH:15][CH:14]=[C:13]([Br:1])[C:10]=1[CH:11]=[O:12])(=[O:7])[CH3:6]. Reactant: [Br-:1].[K+].BrBr.[C:5]([O:8][C:9]1[C:16]([O:17][CH3:18])=[CH:15][CH:14]=[CH:13][C:10]=1[CH:11]=[O:12])(=[O:7])[CH3:6]. (2) Reactant: [NH2:1][C:2]1[CH:7]=[CH:6][C:5]([C:8](=[O:29])[CH:9]=[CH:10][C:11]2[S:15][C:14]([C:16]3[CH:21]=[CH:20][C:19]([C:22]([F:25])([F:24])[F:23])=[CH:18][CH:17]=3)=[N:13][C:12]=2[CH:26]([CH3:28])[CH3:27])=[CH:4][CH:3]=1.[CH:30]1[CH:35]=[C:34]([N+:36]([O-:38])=[O:37])[C:33]([S:39](Cl)(=[O:41])=[O:40])=[CH:32][CH:31]=1.O. Product: [CH:26]([C:12]1[N:13]=[C:14]([C:16]2[CH:21]=[CH:20][C:19]([C:22]([F:25])([F:24])[F:23])=[CH:18][CH:17]=2)[S:15][C:11]=1[CH2:10][CH2:9][C:8]([C:5]1[CH:6]=[CH:7][C:2]([NH:1][S:39]([C:33]2[CH:32]=[CH:31][CH:30]=[CH:35][C:34]=2[N+:36]([O-:38])=[O:37])(=[O:40])=[O:41])=[CH:3][CH:4]=1)=[O:29])([CH3:27])[CH3:28]. The catalyst class is: 17. (3) Reactant: [BH4-].[Na+].[N:3]1[C:12]2[C:7](=[CH:8][CH:9]=[CH:10][CH:11]=2)[CH:6]=[CH:5][C:4]=1[CH:13]=[O:14]. Product: [OH:14][CH2:13][CH:4]1[CH2:5][CH2:6][C:7]2[C:12](=[CH:11][CH:10]=[CH:9][CH:8]=2)[NH:3]1.[OH:14][CH2:13][C:4]1[CH:5]=[CH:6][C:7]2[C:12](=[CH:11][CH:10]=[CH:9][CH:8]=2)[N:3]=1. The catalyst class is: 8. (4) Reactant: [Cl:1][C:2]1[CH:11]=[CH:10][C:9]2[C:4](=[CH:5][C:6]([CH2:12][N:13]3[CH2:17][CH2:16][C@H:15]([NH:18][S:19]([C:22]4[CH:31]=[CH:30][C:29]5[C:24](=[CH:25][C:26]([O:32][CH3:33])=[CH:27][CH:28]=5)[CH:23]=4)(=[O:21])=[O:20])[C:14]3=[O:34])=[CH:7][CH:8]=2)[N:3]=1.[CH3:35]I.[H-].[Na+]. Product: [Cl:1][C:2]1[CH:11]=[CH:10][C:9]2[C:4](=[CH:5][C:6]([CH2:12][N:13]3[CH2:17][CH2:16][C@H:15]([N:18]([CH3:35])[S:19]([C:22]4[CH:31]=[CH:30][C:29]5[C:24](=[CH:25][C:26]([O:32][CH3:33])=[CH:27][CH:28]=5)[CH:23]=4)(=[O:20])=[O:21])[C:14]3=[O:34])=[CH:7][CH:8]=2)[N:3]=1. The catalyst class is: 3.